This data is from Forward reaction prediction with 1.9M reactions from USPTO patents (1976-2016). The task is: Predict the product of the given reaction. Given the reactants Cl.[NH:2]1[CH2:7][CH2:6][CH2:5][CH2:4][CH:3]1[C:8]([O:10][CH2:11][CH3:12])=[O:9].C(=O)([O-])[O-].[K+].[K+].[Br:19][C:20]1[CH:21]=[N:22][C:23](Cl)=[N:24][CH:25]=1.CCCCCC, predict the reaction product. The product is: [Br:19][C:20]1[CH:21]=[N:22][C:23]([N:2]2[CH2:7][CH2:6][CH2:5][CH2:4][CH:3]2[C:8]([O:10][CH2:11][CH3:12])=[O:9])=[N:24][CH:25]=1.